From a dataset of Full USPTO retrosynthesis dataset with 1.9M reactions from patents (1976-2016). Predict the reactants needed to synthesize the given product. (1) The reactants are: Cl[C:2]1[N:3]([CH3:20])[C:4](=[O:19])[C:5]2[C:6](=[N:8][N:9]([CH2:11][C:12]3[CH:17]=[CH:16][C:15]([Br:18])=[CH:14][CH:13]=3)[CH:10]=2)[N:7]=1.[NH2:21][C:22]([CH3:26])([CH3:25])[CH2:23][OH:24].O. Given the product [OH:24][CH2:23][C:22]([NH:21][C:2]1[N:3]([CH3:20])[C:4](=[O:19])[C:5]2[C:6](=[N:8][N:9]([CH2:11][C:12]3[CH:17]=[CH:16][C:15]([Br:18])=[CH:14][CH:13]=3)[CH:10]=2)[N:7]=1)([CH3:26])[CH3:25], predict the reactants needed to synthesize it. (2) Given the product [OH:1][CH:2]([N:20]1[CH:21]=[CH:22][N:23]=[C:19]1[N+:16]([O-:18])=[O:17])[CH2:3][N:4]1[C:8](=[O:9])[C:7]2[C:6](=[CH:13][CH:12]=[CH:11][CH:10]=2)[C:5]1=[O:14], predict the reactants needed to synthesize it. The reactants are: [O:1]1C[CH:2]1[CH2:3][N:4]1[C:8](=[O:9])[C:7]2=[CH:10][CH:11]=[CH:12][CH:13]=[C:6]2[C:5]1=[O:14].[N+:16]([C:19]1[NH:20][CH:21]=[CH:22][N:23]=1)([O-:18])=[O:17]. (3) Given the product [F:9][C:10]1[CH:11]=[C:12]([CH:16]=[CH:17][CH:18]=1)[CH2:13][CH2:14][N:6]1[CH:5]=[C:4]([N+:1]([O-:3])=[O:2])[CH:8]=[N:7]1, predict the reactants needed to synthesize it. The reactants are: [N+:1]([C:4]1[CH:5]=[N:6][NH:7][CH:8]=1)([O-:3])=[O:2].[F:9][C:10]1[CH:11]=[C:12]([CH:16]=[CH:17][CH:18]=1)[CH2:13][CH2:14]Br.C([O-])([O-])=O.[K+].[K+]. (4) Given the product [CH2:10]([O:9][P:35]([C:57]([CH3:58])([CH3:59])[CH2:60][NH2:61])(=[O:34])[O:6][CH2:7][CH3:8])[CH3:11], predict the reactants needed to synthesize it. The reactants are: C([O:6][CH2:7][CH3:8])(=O)C(C)O.[OH:9][C:10]1[CH:11]=C(C=CC=1)C=O.F[P-](F)(F)(F)(F)F.N1([O:34][P+:35](N2CCCC2)(N2CCCC2)N2CCCC2)C2C=CC=CC=2N=N1.C(N([CH:57]([CH3:59])[CH3:58])CC)(C)C.[CH3:60][N:61](C)C=O.